From a dataset of Reaction yield outcomes from USPTO patents with 853,638 reactions. Predict the reaction yield, written as a fraction of the theoretical maximum amount of product (1.0 means a 100% yield; for example, 0.34 means a 34% yield). (1) The reactants are [C:1]([O:5][C:6]([N:8]1[CH2:12][C@H:11]([OH:13])[CH2:10][C@H:9]1[C:14]([N:16]1[CH2:22][CH2:21][CH2:20][N:19]([CH:23]2[CH2:26][CH2:25][CH2:24]2)[CH2:18][CH2:17]1)=[O:15])=[O:7])([CH3:4])([CH3:3])[CH3:2].I[C:28]1[CH:33]=[CH:32][CH:31]=[CH:30][CH:29]=1.CC1C=NC2C(C=1C)=CC=C1C=2N=CC(C)=C1C.C([O-])([O-])=O.[Cs+].[Cs+]. The catalyst is C1(C)C=CC=CC=1.[Cu]I. The product is [C:1]([O:5][C:6]([N:8]1[CH2:12][C@H:11]([O:13][C:28]2[CH:33]=[CH:32][CH:31]=[CH:30][CH:29]=2)[CH2:10][C@H:9]1[C:14]([N:16]1[CH2:22][CH2:21][CH2:20][N:19]([CH:23]2[CH2:24][CH2:25][CH2:26]2)[CH2:18][CH2:17]1)=[O:15])=[O:7])([CH3:4])([CH3:2])[CH3:3]. The yield is 0.700. (2) The reactants are [C:1]([C@@H]([C@H](C(O)=O)O)O)([OH:3])=[O:2].[Cl:11][C:12]1[CH:22]=[CH:21][C:15]2[CH2:16][CH2:17][NH:18][CH2:19][CH2:20][C:14]=2[C:13]=1[NH:23][CH2:24][C:25]1[CH:30]=[CH:29][C:28]([S:31][CH2:32][C:33](=[O:38])[C:34]([CH3:37])([CH3:36])[CH3:35])=[CH:27][CH:26]=1.ClC1C=CC2CCNCCC=2C=1NCC1C=CC(SCC(=O)[C:62]([CH3:65])([CH3:64])[CH3:63])=CC=1. No catalyst specified. The product is [C:62]([O:3][C:1]([N:18]1[CH2:19][CH2:20][C:14]2[C:13]([NH:23][CH2:24][C:25]3[CH:30]=[CH:29][C:28]([S:31][CH2:32][C:33](=[O:38])[C:34]([CH3:35])([CH3:37])[CH3:36])=[CH:27][CH:26]=3)=[C:12]([Cl:11])[CH:22]=[CH:21][C:15]=2[CH2:16][CH2:17]1)=[O:2])([CH3:63])([CH3:64])[CH3:65]. The yield is 0.990.